Dataset: Reaction yield outcomes from USPTO patents with 853,638 reactions. Task: Predict the reaction yield, written as a fraction of the theoretical maximum amount of product (1.0 means a 100% yield; for example, 0.34 means a 34% yield). (1) The reactants are [H-].[Na+].[Cl:3][C:4]1[N:9]=[CH:8][C:7]([C:10]2[NH:14][C:13]([C@@H:15]3[CH2:19][CH2:18][CH2:17][N:16]3[C:20]([O:22][C:23]([CH3:26])([CH3:25])[CH3:24])=[O:21])=[N:12][CH:11]=2)=[CH:6][N:5]=1.[CH3:27][Si:28]([CH2:31][CH2:32][O:33][CH2:34]Cl)([CH3:30])[CH3:29]. The catalyst is CN(C=O)C. The product is [Cl:3][C:4]1[N:9]=[CH:8][C:7]([C:10]2[N:14]([CH2:34][O:33][CH2:32][CH2:31][Si:28]([CH3:30])([CH3:29])[CH3:27])[C:13]([C@@H:15]3[CH2:19][CH2:18][CH2:17][N:16]3[C:20]([O:22][C:23]([CH3:26])([CH3:25])[CH3:24])=[O:21])=[N:12][CH:11]=2)=[CH:6][N:5]=1. The yield is 0.850. (2) The reactants are [C:1]([O:5][C:6](=[O:25])[NH:7][C@H:8]([C:10](=O)[NH:11][C:12]1[CH:13]=[CH:14][C:15]([F:23])=[C:16]2[C:21]=1[NH:20][CH:19]([CH3:22])[CH2:18][CH2:17]2)[CH3:9])([CH3:4])([CH3:3])[CH3:2]. The catalyst is CC(O)=O. The product is [C:1]([O:5][C:6](=[O:25])[NH:7][C@H:8]([C:10]1[N:20]2[C:21]3[C:16]([CH2:17][CH2:18][CH:19]2[CH3:22])=[C:15]([F:23])[CH:14]=[CH:13][C:12]=3[N:11]=1)[CH3:9])([CH3:4])([CH3:3])[CH3:2]. The yield is 0.400. (3) The reactants are C(OC([N:11]1[CH2:16][CH2:15][CH:14]([CH:17]([NH:25][C:26]([O:28][C:29]([CH3:32])([CH3:31])[CH3:30])=[O:27])C2C=CC(Cl)=CC=2)[CH2:13][CH2:12]1)=O)C1C=CC=CC=1.[H][H].[CH2:35](O)[CH3:36]. The catalyst is [Pd]. The product is [C:29]([O:28][C:26](=[O:27])[N:25]([C:36]1[CH:35]=[CH:15][CH:14]=[CH:13][CH:12]=1)[CH2:17][CH:14]1[CH2:13][CH2:12][NH:11][CH2:16][CH2:15]1)([CH3:30])([CH3:31])[CH3:32]. The yield is 1.00. (4) The reactants are [Cl-].O[NH3+:3].[C:4](=[O:7])([O-])[OH:5].[Na+].CS(C)=O.[CH3:13][C:14]1[CH:19]=[C:18]([CH3:20])[N:17]=[C:16]([O:21][C:22]2[C:27](=[O:28])[N:26]([CH2:29][C:30]3[CH:35]=[CH:34][C:33]([C:36]4[C:37]([C:42]#[N:43])=[CH:38][CH:39]=[CH:40][CH:41]=4)=[CH:32][CH:31]=3)[C:25]([CH2:44][CH2:45][CH3:46])=[N:24][C:23]=2[CH2:47][CH3:48])[CH:15]=1. The catalyst is C(OCC)(=O)C. The product is [CH3:13][C:14]1[CH:19]=[C:18]([CH3:20])[N:17]=[C:16]([O:21][C:22]2[C:27](=[O:28])[N:26]([CH2:29][C:30]3[CH:35]=[CH:34][C:33]([C:36]4[CH:41]=[CH:40][CH:39]=[CH:38][C:37]=4[C:42]4[NH:3][C:4](=[O:7])[O:5][N:43]=4)=[CH:32][CH:31]=3)[C:25]([CH2:44][CH2:45][CH3:46])=[N:24][C:23]=2[CH2:47][CH3:48])[CH:15]=1. The yield is 0.600. (5) The reactants are [CH3:1][O:2][C:3]1[CH:4]=[C:5]2[C:10](=[CH:11][C:12]=1[O:13][CH2:14][CH:15]1[CH2:19][CH2:18][CH2:17][NH:16]1)[N:9]=[CH:8][CH:7]=[C:6]2[O:20][C:21]1[CH:26]=[CH:25][C:24]([NH:27][C:28](=[O:35])[C:29]2[CH:34]=[CH:33][CH:32]=[CH:31][CH:30]=2)=[CH:23][CH:22]=1.[CH:36]1([O:41][C:42](=[O:55])[C@@H:43]([NH:47][C:48]([O:50][C:51]([CH3:54])([CH3:53])[CH3:52])=[O:49])[CH2:44][CH2:45]Br)[CH2:40][CH2:39][CH2:38][CH2:37]1.C(N(C(C)C)CC)(C)C. The catalyst is C(#N)C. The product is [CH:36]1([O:41][C:42](=[O:55])[C@@H:43]([NH:47][C:48]([O:50][C:51]([CH3:54])([CH3:53])[CH3:52])=[O:49])[CH2:44][CH2:45][N:16]2[CH2:17][CH2:18][CH2:19][CH:15]2[CH2:14][O:13][C:12]2[CH:11]=[C:10]3[C:5]([C:6]([O:20][C:21]4[CH:26]=[CH:25][C:24]([NH:27][C:28](=[O:35])[C:29]5[CH:30]=[CH:31][CH:32]=[CH:33][CH:34]=5)=[CH:23][CH:22]=4)=[CH:7][CH:8]=[N:9]3)=[CH:4][C:3]=2[O:2][CH3:1])[CH2:37][CH2:38][CH2:39][CH2:40]1. The yield is 0.250. (6) The reactants are C(N(CC)CC)C.[N:8]([C:11]1[CH:18]=[CH:17][C:14]([C:15]#[N:16])=[C:13]([C:19]([F:22])([F:21])[F:20])[CH:12]=1)=[C:9]=[S:10].[CH3:23][C:24]([NH:28][C:29]1[CH:34]=[CH:33][C:32]([CH3:35])=[CH:31][CH:30]=1)([CH3:27])[C:25]#[N:26].ClCCl.CC(C)=O. The catalyst is C1COCC1. The product is [CH3:35][C:32]1[CH:31]=[CH:30][C:29]([N:28]2[C:24]([CH3:23])([CH3:27])[C:25](=[NH:26])[N:8]([C:11]3[CH:18]=[CH:17][C:14]([C:15]#[N:16])=[C:13]([C:19]([F:20])([F:22])[F:21])[CH:12]=3)[C:9]2=[S:10])=[CH:34][CH:33]=1. The yield is 0.170. (7) The reactants are Br[CH2:2][CH2:3][C:4]#[N:5].[NH:6]1[CH2:11][CH2:10][CH:9]([NH:12][C:13](=[O:19])[O:14][C:15]([CH3:18])([CH3:17])[CH3:16])[CH2:8][CH2:7]1. The catalyst is CC#N. The product is [C:4]([CH2:3][CH2:2][N:6]1[CH2:7][CH2:8][CH:9]([NH:12][C:13](=[O:19])[O:14][C:15]([CH3:16])([CH3:18])[CH3:17])[CH2:10][CH2:11]1)#[N:5]. The yield is 0.320.